This data is from Reaction yield outcomes from USPTO patents with 853,638 reactions. The task is: Predict the reaction yield, written as a fraction of the theoretical maximum amount of product (1.0 means a 100% yield; for example, 0.34 means a 34% yield). (1) The reactants are [NH:1]1[CH2:7][CH2:6][CH2:5][CH2:4][CH2:3][CH2:2]1.Cl[C:9]1[N:14]=[C:13]([CH3:15])[C:12]([CH:16]([CH2:21][CH2:22][CH3:23])[C:17]([O:19][CH3:20])=[O:18])=[C:11]([C:24]2[CH:29]=[CH:28][C:27]([CH3:30])=[CH:26][CH:25]=2)[N:10]=1. The catalyst is O1CCCC1. The product is [N:1]1([C:9]2[N:14]=[C:13]([CH3:15])[C:12]([CH:16]([CH2:21][CH2:22][CH3:23])[C:17]([O:19][CH3:20])=[O:18])=[C:11]([C:24]3[CH:29]=[CH:28][C:27]([CH3:30])=[CH:26][CH:25]=3)[N:10]=2)[CH2:7][CH2:6][CH2:5][CH2:4][CH2:3][CH2:2]1. The yield is 0.870. (2) The reactants are [Na].Br[C:3]1[CH:8]=[CH:7][C:6]([Br:9])=[CH:5][N:4]=1.[CH2:10]([OH:12])[CH3:11]. No catalyst specified. The product is [Br:9][C:6]1[CH:7]=[CH:8][C:3]([O:12][CH2:10][CH3:11])=[N:4][CH:5]=1. The yield is 0.930. (3) The reactants are [N:8]1(C([N:8]2[CH:12]=[CH:11][N:10]=[CH:9]2)=N)[CH:12]=[CH:11][N:10]=[CH:9]1.Cl.NC1C=[CH:19][C:18]([O:21][CH3:22])=[CH:17][C:16]=1[OH:23].C(N(CC)CC)C. The catalyst is C1COCC1. The product is [CH3:22][O:21][C:18]1[CH:19]=[CH:12][C:11]2[N:10]=[C:9]([NH2:8])[O:23][C:16]=2[CH:17]=1. The yield is 0.900. (4) The reactants are [CH:1]1([CH:7]([NH:18][C:19]2[CH:27]=[CH:26][C:22]([C:23](O)=[O:24])=[CH:21][CH:20]=2)[C:8]2[C:12]3[CH:13]=[CH:14][CH:15]=[CH:16][C:11]=3[S:10][C:9]=2[CH3:17])[CH2:6][CH2:5][CH2:4][CH2:3][CH2:2]1.[CH3:28][NH:29][CH2:30][CH2:31][C:32]([O:34]CC)=[O:33]. No catalyst specified. The product is [CH:1]1([CH:7]([NH:18][C:19]2[CH:20]=[CH:21][C:22]([C:23]([N:29]([CH3:28])[CH2:30][CH2:31][C:32]([OH:34])=[O:33])=[O:24])=[CH:26][CH:27]=2)[C:8]2[C:12]3[CH:13]=[CH:14][CH:15]=[CH:16][C:11]=3[S:10][C:9]=2[CH3:17])[CH2:6][CH2:5][CH2:4][CH2:3][CH2:2]1. The yield is 0.850. (5) The reactants are [CH3:1][O:2][C:3]1[CH:4]=[C:5]2[C:9](=[CH:10][CH:11]=1)[NH:8][C:7](=[O:12])/[C:6]/2=[CH:13]/[C:14]1[CH:22]=[C:21]2[C:17]([C:18](/[CH:23]=[CH:24]/[C:25]3[CH:30]=[CH:29][CH:28]=[CH:27][N:26]=3)=[N:19][NH:20]2)=[CH:16][CH:15]=1.C1C=C(Cl)C=C(C(OO)=[O:39])C=1. The catalyst is ClCCl. The product is [CH3:1][O:2][C:3]1[CH:4]=[C:5]2[C:9](=[CH:10][CH:11]=1)[NH:8][C:7](=[O:12])/[C:6]/2=[CH:13]/[C:14]1[CH:22]=[C:21]2[C:17]([C:18](/[CH:23]=[CH:24]/[C:25]3[CH:30]=[CH:29][CH:28]=[CH:27][N+:26]=3[O-:39])=[N:19][NH:20]2)=[CH:16][CH:15]=1. The yield is 0.350.